This data is from Full USPTO retrosynthesis dataset with 1.9M reactions from patents (1976-2016). The task is: Predict the reactants needed to synthesize the given product. (1) Given the product [Cl:1][C:2]1[CH:3]=[C:4]([CH:8]([NH:11][C:12]2[O:13][C:14]3[C:20]([O:21][CH3:22])=[CH:19][C:18]([C:23]4([CH3:35])[O:25][CH2:34][C@@H:31]([CH3:32])[N:30]([CH:47]=[O:51])[CH2:29]4)=[CH:17][C:15]=3[N:16]=2)[CH2:9][F:10])[CH:5]=[CH:6][CH:7]=1, predict the reactants needed to synthesize it. The reactants are: [Cl:1][C:2]1[CH:3]=[C:4]([CH:8]([NH:11][C:12]2[O:13][C:14]3[C:20]([O:21][CH3:22])=[CH:19][C:18]([C:23]([OH:25])=O)=[CH:17][C:15]=3[N:16]=2)[CH2:9][F:10])[CH:5]=[CH:6][CH:7]=1.Cl.CC1O[CH2:32][C@@H:31]([CH3:34])[NH:30][CH2:29]1.[CH:35](N(CC)C(C)C)(C)C.CN([C:47]([O:51]N1N=NC2C=CC=NC1=2)=[N+](C)C)C.F[P-](F)(F)(F)(F)F. (2) Given the product [CH2:1]([O:3][C:4]([C:6]1[N:7]([CH2:23][C:24]([N:26]2[CH2:27][CH2:28][N:29]([C:32]3[CH:37]=[CH:36][C:35]([F:38])=[CH:34][CH:33]=3)[CH2:30][CH2:31]2)=[O:25])[N:8]=[C:9]([C:11]2[S:12][CH:13]=[CH:14][CH:15]=2)[CH:10]=1)=[O:5])[CH3:2], predict the reactants needed to synthesize it. The reactants are: [CH2:1]([O:3][C:4]([C:6]1[NH:7][N:8]=[C:9]([C:11]2[S:12][CH:13]=[CH:14][CH:15]=2)[CH:10]=1)=[O:5])[CH3:2].C([O-])([O-])=O.[K+].[K+].Cl[CH2:23][C:24]([N:26]1[CH2:31][CH2:30][N:29]([C:32]2[CH:37]=[CH:36][C:35]([F:38])=[CH:34][CH:33]=2)[CH2:28][CH2:27]1)=[O:25].CN(C=O)C. (3) Given the product [CH3:8][O:9][C:10](=[O:35])[C@@H:11]([NH:14][C:15]([C:17]1[S:18][C:19]([C:24](=[O:34])[NH:25][CH2:26][C:27]2[CH:32]=[CH:31][CH:30]=[C:29]([OH:33])[CH:28]=2)=[CH:20][C:21]=1[CH2:22][CH3:23])=[O:16])[CH2:12][NH:13][C:82]([C:78]1[S:77][CH:81]=[CH:80][CH:79]=1)=[O:83], predict the reactants needed to synthesize it. The reactants are: FC(F)(F)C(O)=O.[CH3:8][O:9][C:10](=[O:35])[C@@H:11]([NH:14][C:15]([C:17]1[S:18][C:19]([C:24](=[O:34])[NH:25][CH2:26][C:27]2[CH:32]=[CH:31][CH:30]=[C:29]([OH:33])[CH:28]=2)=[CH:20][C:21]=1[CH2:22][CH3:23])=[O:16])[CH2:12][NH2:13].C(N(CC)CC)C.CN(C(ON1N=NC2C=CC=CC1=2)=[N+](C)C)C.F[P-](F)(F)(F)(F)F.C1C=CC2N(O)N=NC=2C=1.[S:77]1[CH:81]=[CH:80][CH:79]=[C:78]1[C:82](O)=[O:83]. (4) Given the product [Br:12][C:10]1[CH:9]=[CH:8][C:6]([NH2:7])=[C:5]([C:1]([CH3:4])([CH3:2])[CH3:3])[CH:11]=1, predict the reactants needed to synthesize it. The reactants are: [C:1]([C:5]1[CH:11]=[CH:10][CH:9]=[CH:8][C:6]=1[NH2:7])([CH3:4])([CH3:3])[CH3:2].[Br-:12].[Br-].[Br-].C([N+](CCCC)(CCCC)CCCC)CCC.C([N+](CCCC)(CCCC)CCCC)CCC.C([N+](CCCC)(CCCC)CCCC)CCC.O. (5) Given the product [CH3:35][O:36][C:37]1[CH:42]=[CH:41][C:40]([C:5]2[CH:6]=[CH:7][C:8]([NH:11][C:12]([N:14]3[CH2:19][CH2:18][N:17]([C:20]([O:22][C:23]([CH3:26])([CH3:25])[CH3:24])=[O:21])[CH2:16][CH:15]3[CH2:27][O:28][C:29]3[CH:30]=[N:31][CH:32]=[CH:33][CH:34]=3)=[O:13])=[CH:9][CH:10]=2)=[CH:39][CH:38]=1, predict the reactants needed to synthesize it. The reactants are: ClCCl.Br[C:5]1[CH:10]=[CH:9][C:8]([NH:11][C:12]([N:14]2[CH2:19][CH2:18][N:17]([C:20]([O:22][C:23]([CH3:26])([CH3:25])[CH3:24])=[O:21])[CH2:16][CH:15]2[CH2:27][O:28][C:29]2[CH:30]=[N:31][CH:32]=[CH:33][CH:34]=2)=[O:13])=[CH:7][CH:6]=1.[CH3:35][O:36][C:37]1[CH:42]=[CH:41][C:40](B(O)O)=[CH:39][CH:38]=1.C(=O)([O-])[O-].[Na+].[Na+]. (6) Given the product [CH3:39][O:38][CH2:37][CH2:36][CH2:35][N:27]1[C:28]2[C:33](=[C:32]([CH3:34])[CH:31]=[CH:30][CH:29]=2)[C:25]([CH2:24][NH:16][CH:13]2[CH2:14][CH2:15]2)=[CH:26]1, predict the reactants needed to synthesize it. The reactants are: FC(F)(F)S(O[Si](C)(C)C)(=O)=O.[CH:13]1([N:16]([CH2:24][C:25]2[C:33]3[C:28](=[CH:29][CH:30]=[CH:31][C:32]=3[CH3:34])[N:27]([CH2:35][CH2:36][CH2:37][O:38][CH3:39])[CH:26]=2)C(=O)OC(C)(C)C)[CH2:15][CH2:14]1.N1C(C)=CC=CC=1C.C(=O)(O)[O-].[Na+]. (7) The reactants are: Cl[C:2]1[O:3][C:4]([C:7]2[N:8]([C:17]([O:19][C:20]([CH3:23])([CH3:22])[CH3:21])=[O:18])[C:9]3[C:14]([CH:15]=2)=[CH:13][C:12]([F:16])=[CH:11][CH:10]=3)=[CH:5][N:6]=1.[NH2:24][C:25]1[CH:26]=[C:27]([OH:31])[CH:28]=[CH:29][CH:30]=1. Given the product [F:16][C:12]1[CH:13]=[C:14]2[C:9](=[CH:10][CH:11]=1)[N:8]([C:17]([O:19][C:20]([CH3:23])([CH3:22])[CH3:21])=[O:18])[C:7]([C:4]1[O:3][C:2]([NH:24][C:25]3[CH:30]=[CH:29][CH:28]=[C:27]([OH:31])[CH:26]=3)=[N:6][CH:5]=1)=[CH:15]2, predict the reactants needed to synthesize it. (8) Given the product [CH3:26][S:27]([C:30]1[N:35]=[CH:34][C:33]([O:36][C:15]2[CH:22]=[CH:21][C:20]([N+:23]([O-:25])=[O:24])=[CH:19][C:16]=2[CH:17]=[O:18])=[CH:32][CH:31]=1)(=[O:29])=[O:28], predict the reactants needed to synthesize it. The reactants are: C(=O)([O-])[O-].[Cs+].[Cs+].CN1CCCC1=O.Cl[C:15]1[CH:22]=[CH:21][C:20]([N+:23]([O-:25])=[O:24])=[CH:19][C:16]=1[CH:17]=[O:18].[CH3:26][S:27]([C:30]1[N:35]=[CH:34][C:33]([OH:36])=[CH:32][CH:31]=1)(=[O:29])=[O:28]. (9) Given the product [N:15]1[CH:16]=[CH:17][N:18]=[CH:19][C:14]=1[C:6]1[CH:5]=[C:4]([CH:9]=[CH:8][CH:7]=1)[C:1]([OH:3])=[O:2], predict the reactants needed to synthesize it. The reactants are: [C:1]([C:4]1[CH:5]=[C:6](B(O)O)[CH:7]=[CH:8][CH:9]=1)([OH:3])=[O:2].Cl[C:14]1[CH:19]=[N:18][CH:17]=[CH:16][N:15]=1.C(=O)([O-])[O-].[Na+].[Na+].Cl. (10) Given the product [CH:12]1([C@@H:16]([NH:18][CH2:2][C:3]2[CH:8]=[CH:7][C:6]([C:9]#[CH:10])=[CH:5][CH:4]=2)[CH3:17])[CH2:15][CH2:14][CH2:13]1, predict the reactants needed to synthesize it. The reactants are: Br[CH2:2][C:3]1[CH:8]=[CH:7][C:6]([C:9]#[CH:10])=[CH:5][CH:4]=1.Cl.[CH:12]1([C@@H:16]([NH2:18])[CH3:17])[CH2:15][CH2:14][CH2:13]1.C([O-])([O-])=O.[K+].[K+].